From a dataset of Reaction yield outcomes from USPTO patents with 853,638 reactions. Predict the reaction yield, written as a fraction of the theoretical maximum amount of product (1.0 means a 100% yield; for example, 0.34 means a 34% yield). The catalyst is O1CCCC1.O.CO. The reactants are C([O:3][C:4](=[O:18])[CH2:5][C:6]1[NH:11][C:10]2[CH:12]=[CH:13][CH:14]=[CH:15][C:9]=2[S:8](=[O:17])(=[O:16])[CH:7]=1)C.[OH-].[Li+]. The product is [O:17]=[S:8]1(=[O:16])[C:9]2[CH:15]=[CH:14][CH:13]=[CH:12][C:10]=2[NH:11][C:6]([CH2:5][C:4]([OH:18])=[O:3])=[CH:7]1. The yield is 0.670.